This data is from Full USPTO retrosynthesis dataset with 1.9M reactions from patents (1976-2016). The task is: Predict the reactants needed to synthesize the given product. (1) Given the product [CH3:6][C@H:7]1[C@H:24]([C:25]([CH2:27][OH:28])=[O:26])[C@:23]2([CH3:30])[C@H:9]([C@H:10]3[C@:20]([F:32])([C@@H:21]([OH:31])[CH2:22]2)[C@:19]2([CH3:33])[C:13](=[CH:14][C:15]([CH:17]=[CH:18]2)=[O:16])[C@@H:12]([F:34])[CH2:11]3)[CH2:8]1, predict the reactants needed to synthesize it. The reactants are: C[Si](I)(C)C.[CH3:6][C@H:7]1[C@:24](O)([C:25]([CH2:27][OH:28])=[O:26])[C@:23]2([CH3:30])[C@H:9]([C@H:10]3[C@:20]([F:32])([C@@H:21]([OH:31])[CH2:22]2)[C@:19]2([CH3:33])[C:13](=[CH:14][C:15]([CH:17]=[CH:18]2)=[O:16])[C@@H:12]([F:34])[CH2:11]3)[CH2:8]1. (2) Given the product [CH:48]([O:47][C:45]([C:37]1([C:39]([O:41][CH:42]([CH3:44])[CH3:43])=[O:40])[CH2:38][C:35]2([CH:34]=[C:33]([C:20]3[C:21]([CH3:32])([CH3:31])[C@H:22]4[C@:17]([CH3:52])([CH2:18][CH:19]=3)[C@@H:16]3[C@:25]([CH3:30])([C@@:26]5([CH3:29])[C@H:13]([CH2:14][CH2:15]3)[C@H:12]3[C@H:53]([C:56]([CH3:58])=[CH2:57])[CH2:54][CH2:55][C@:11]3([C:9]([OH:10])=[O:8])[CH2:28][CH2:27]5)[CH2:24][CH2:23]4)[CH2:51]2)[CH2:36]1)=[O:46])([CH3:50])[CH3:49], predict the reactants needed to synthesize it. The reactants are: [Si]([O:8][C:9]([C@:11]12[CH2:55][CH2:54][C@@H:53]([C:56]([CH3:58])=[CH2:57])[C@@H:12]1[C@@H:13]1[C@@:26]([CH3:29])([CH2:27][CH2:28]2)[C@@:25]2([CH3:30])[C@@H:16]([C@:17]3([CH3:52])[C@@H:22]([CH2:23][CH2:24]2)[C:21]([CH3:32])([CH3:31])[C:20]([C:33]2[CH2:51][C:35]4([CH2:38][C:37]([C:45]([O:47][CH:48]([CH3:50])[CH3:49])=[O:46])([C:39]([O:41][CH:42]([CH3:44])[CH3:43])=[O:40])[CH2:36]4)[CH:34]=2)=[CH:19][CH2:18]3)[CH2:15][CH2:14]1)=[O:10])(C(C)(C)C)(C)C.CCCC[N+](CCCC)(CCCC)CCCC.[F-]. (3) Given the product [Cl:25][C:24]1[CH:23]=[CH:22][CH:21]=[C:20]([Cl:26])[C:19]=1[C:14]1[C:13]([C:11]([NH:10][C:7]2[CH:6]=[CH:5][C:4]([CH2:3][CH:2]=[O:1])=[CH:9][CH:8]=2)=[O:12])=[C:17]([CH3:18])[O:16][N:15]=1, predict the reactants needed to synthesize it. The reactants are: [OH:1][CH2:2][CH2:3][C:4]1[CH:9]=[CH:8][C:7]([NH:10][C:11]([C:13]2[C:14]([C:19]3[C:24]([Cl:25])=[CH:23][CH:22]=[CH:21][C:20]=3[Cl:26])=[N:15][O:16][C:17]=2[CH3:18])=[O:12])=[CH:6][CH:5]=1.CC(OI1(OC(C)=O)(OC(C)=O)OC(=O)C2C=CC=CC1=2)=O. (4) Given the product [CH2:1]([C@@H:3]1[CH2:8][CH2:7][C@H:6]([O:9][C:10]2[CH:11]=[C:12]3[C:17](=[CH:18][CH:19]=2)[N+:16]([O-:28])=[CH:15][CH:14]=[CH:13]3)[CH2:5][CH2:4]1)[CH3:2], predict the reactants needed to synthesize it. The reactants are: [CH2:1]([C@@H:3]1[CH2:8][CH2:7][C@H:6]([O:9][C:10]2[CH:11]=[C:12]3[C:17](=[CH:18][CH:19]=2)[N:16]=[CH:15][CH:14]=[CH:13]3)[CH2:5][CH2:4]1)[CH3:2].C1C=C(Cl)C=C(C(OO)=[O:28])C=1.[O-]S([O-])=O.[Na+].[Na+]. (5) Given the product [CH3:1][C:2]1[N:6]([CH2:7][C:8]([N:10]2[CH2:15][CH2:14][CH:13]([N:16]3[CH:20]=[CH:19][C:18]([C:21]([OH:23])=[O:22])=[N:17]3)[CH2:12][CH2:11]2)=[O:9])[N:5]=[C:4]([C:25]([F:28])([F:26])[F:27])[CH:3]=1, predict the reactants needed to synthesize it. The reactants are: [CH3:1][C:2]1[N:6]([CH2:7][C:8]([N:10]2[CH2:15][CH2:14][CH:13]([N:16]3[CH:20]=[CH:19][C:18]([C:21]([O:23]C)=[O:22])=[N:17]3)[CH2:12][CH2:11]2)=[O:9])[N:5]=[C:4]([C:25]([F:28])([F:27])[F:26])[CH:3]=1.[OH-].[Na+].Cl.[Cl-].[Na+].